Dataset: Full USPTO retrosynthesis dataset with 1.9M reactions from patents (1976-2016). Task: Predict the reactants needed to synthesize the given product. (1) Given the product [N:43]([CH:5]([C:6]1[N:7]=[C:8]([NH:11][CH:12]=[O:13])[S:9][CH:10]=1)[C:4]([O:3][CH2:1][CH3:2])=[O:14])=[N+:44]=[N-:45], predict the reactants needed to synthesize it. The reactants are: [CH2:1]([O:3][C:4](=[O:14])[CH2:5][C:6]1[N:7]=[C:8]([NH:11][CH:12]=[O:13])[S:9][CH:10]=1)[CH3:2].C[Si]([N-][Si](C)(C)C)(C)C.[K+].C(C1C=C(C(C)C)C=C(C(C)C)C=1S([N:43]=[N+:44]=[N-:45])(=O)=O)(C)C.C(O)(=O)C. (2) Given the product [CH2:16]([CH:6]1[CH2:5][CH2:4][N:3]([C:7]([O:9][C:10]([CH3:13])([CH3:12])[CH3:11])=[O:8])[C:2]1=[O:1])[CH:14]=[CH2:15], predict the reactants needed to synthesize it. The reactants are: [O:1]=[C:2]1[CH2:6][CH2:5][CH2:4][N:3]1[C:7]([O:9][C:10]([CH3:13])([CH3:12])[CH3:11])=[O:8].[CH:14](NC(C)C)([CH3:16])[CH3:15].[Li].C(Br)C=C. (3) Given the product [C:16]1([C@@H:14]2[CH2:15][C@H:13]2[NH:5][CH2:6][CH:7]2[CH2:8][CH2:9][N:10]([CH2:24][C:26]3[CH:27]=[CH:28][C:29]([NH:32][C:33](=[O:35])[CH3:34])=[CH:30][CH:31]=3)[CH2:11][CH2:12]2)[CH:17]=[CH:18][CH:19]=[CH:20][CH:21]=1, predict the reactants needed to synthesize it. The reactants are: FC(F)(F)C([N:5]([C@@H:13]1[CH2:15][C@H:14]1[C:16]1[CH:21]=[CH:20][CH:19]=[CH:18][CH:17]=1)[CH2:6][CH:7]1[CH2:12][CH2:11][NH:10][CH2:9][CH2:8]1)=O.[CH:24]([C:26]1[CH:31]=[CH:30][C:29]([NH:32][C:33](=[O:35])[CH3:34])=[CH:28][CH:27]=1)=O.[B-]C#N.[Na+].C(C#N)(C)=O.Cl.O1CCOCC1. (4) Given the product [CH2:18]([C:2]1[CH:9]=[CH:8][C:5]([C:6]#[N:7])=[C:4]([O:10][CH:11]2[CH2:13][CH2:12]2)[CH:3]=1)[CH:17]=[CH2:16], predict the reactants needed to synthesize it. The reactants are: Br[C:2]1[CH:9]=[CH:8][C:5]([C:6]#[N:7])=[C:4]([O:10][CH:11]2[CH2:13][CH2:12]2)[CH:3]=1.[Li+].[Cl-].[CH2:16]([Sn](CCCC)(CCCC)CCCC)[CH:17]=[CH2:18]. (5) Given the product [Cl:29][C:24]1[CH:25]=[CH:26][CH:27]=[CH:28][C:23]=1[N:21]([CH3:22])[C:19]([C:17]1[S:16][C:15]2[C:9]3[CH:8]=[CH:7][C:6]([NH:5][C:3](=[O:4])[CH2:2][N:33]([CH2:34][CH3:35])[CH2:31][CH3:32])=[CH:30][C:10]=3[O:11][CH2:12][CH2:13][C:14]=2[CH:18]=1)=[O:20], predict the reactants needed to synthesize it. The reactants are: Cl[CH2:2][C:3]([NH:5][C:6]1[CH:7]=[CH:8][C:9]2[C:15]3[S:16][C:17]([C:19]([N:21]([C:23]4[CH:28]=[CH:27][CH:26]=[CH:25][C:24]=4[Cl:29])[CH3:22])=[O:20])=[CH:18][C:14]=3[CH2:13][CH2:12][O:11][C:10]=2[CH:30]=1)=[O:4].[CH2:31]([NH:33][CH2:34][CH3:35])[CH3:32].